The task is: Predict the reactants needed to synthesize the given product.. This data is from Full USPTO retrosynthesis dataset with 1.9M reactions from patents (1976-2016). (1) Given the product [CH2:10]([CH:5]([CH2:6][CH2:7][CH2:8][CH3:9])[CH2:4][O:3][P:1]([O-:21])([O:12][CH2:13][CH:14]([CH2:19][CH3:20])[CH2:15][CH2:16][CH2:17][CH3:18])=[O:2])[CH3:11].[CH2:23]([N+:27]1[CH:31]=[CH:30][N:29]([CH2:32][CH2:33][CH2:34][CH2:35][CH2:36][CH3:37])[CH:28]=1)[CH2:24][CH2:25][CH3:26], predict the reactants needed to synthesize it. The reactants are: [P:1]([O-:21])([O:12][CH2:13][CH:14]([CH2:19][CH3:20])[CH2:15][CH2:16][CH2:17][CH3:18])([O:3][CH2:4][CH:5]([CH2:10][CH3:11])[CH2:6][CH2:7][CH2:8][CH3:9])=[O:2].[Cl-].[CH2:23]([N+:27]1[CH:31]=[CH:30][N:29]([CH2:32][CH2:33][CH2:34][CH2:35][CH2:36][CH3:37])[CH:28]=1)[CH2:24][CH2:25][CH3:26].[OH-].[Na+]. (2) Given the product [NH2:1][C:2]1[N:7]=[C:6]([S:8][CH2:9][C:10]2[CH:15]=[CH:14][CH:13]=[C:12]([F:16])[C:11]=2[F:17])[N:5]=[C:4]([NH:18][C@H:19]([CH3:22])[CH2:20][OH:21])[C:3]=1[N:23]=[O:24], predict the reactants needed to synthesize it. The reactants are: [NH2:1][C:2]1[N:7]=[C:6]([S:8][CH2:9][C:10]2[CH:15]=[CH:14][CH:13]=[C:12]([F:16])[C:11]=2[F:17])[N:5]=[C:4]([NH:18][C@H:19]([CH3:22])[CH2:20][OH:21])[CH:3]=1.[N:23]([O-])=[O:24].[Na+]. (3) Given the product [ClH:69].[OH:1][C:2]1[C:7]2[C:8]3([OH:45])[C:21]([O:25][CH3:26])([CH:22]([OH:24])[CH2:23][C:6]=2[CH:5]=[C:4]([CH3:46])[C:3]=1[C:47]([NH:61][CH2:62][C:63]1[CH:64]=[N:65][CH:66]=[CH:67][CH:68]=1)=[O:49])[C:20](=[O:27])[C:19]1[C:10](=[CH:11][C:12]2[C:13](=[O:43])[C:14]([NH:30][CH:31]4[C@H:36]([O:37][CH3:38])[C@H:35]([OH:39])[C@@H:34]([O:40][CH3:41])[C@H:33]([CH3:42])[O:32]4)=[CH:15][C:16](=[O:29])[C:17]=2[C:18]=1[OH:28])[C:9]3=[O:44], predict the reactants needed to synthesize it. The reactants are: [OH:1][C:2]1[C:7]2[C@@:8]3([OH:45])[C@@:21]([O:25][CH3:26])([C@H:22]([OH:24])[CH2:23][C:6]=2[CH:5]=[C:4]([CH3:46])[C:3]=1[C:47]([OH:49])=O)[C:20](=[O:27])[C:19]1[C:10](=[CH:11][C:12]2[C:13](=[O:43])[C:14]([NH:30][CH:31]4[C@H:36]([O:37][CH3:38])[C@H:35]([OH:39])[C@@H:34]([O:40][CH3:41])[C@H:33]([CH3:42])[O:32]4)=[CH:15][C:16](=[O:29])[C:17]=2[C:18]=1[OH:28])[C:9]3=[O:44].O.ON1C2C=CC=CC=2N=N1.[NH2:61][CH2:62][C:63]1[CH:64]=[N:65][CH:66]=[CH:67][CH:68]=1.[ClH:69]. (4) Given the product [ClH:34].[Cl:34][C:31]1[CH:32]=[C:33]2[C:28]([CH:27]=[CH:26][CH:25]=[C:24]2[CH2:23][NH2:20])=[CH:29][CH:30]=1, predict the reactants needed to synthesize it. The reactants are: C1(P(C2C=CC=CC=2)C2C=CC=CC=2)C=CC=CC=1.[N:20]([CH2:23][C:24]1[C:33]2[C:28](=[CH:29][CH:30]=[C:31]([Cl:34])[CH:32]=2)[CH:27]=[CH:26][CH:25]=1)=[N+]=[N-].Cl.C([O-])(O)=O.[Na+]. (5) Given the product [CH3:1][S:2][C:3]1[NH:4][C:5]2[CH:6]=[C:7]([O:13][C:14]3[CH:15]=[CH:16][CH:17]=[C:18]([Cl:21])[C:19]=3[Cl:20])[C:8]([Cl:12])=[CH:9][C:10]=2[N:11]=1.[ClH:12], predict the reactants needed to synthesize it. The reactants are: [CH3:1][S:2][C:3]1[NH:4][C:5]2[CH:6]=[C:7]([O:13][C:14]3[CH:15]=[CH:16][CH:17]=[C:18]([Cl:21])[C:19]=3[Cl:20])[C:8]([Cl:12])=[CH:9][C:10]=2[N:11]=1.CS([O-])(=O)=O.C.